Predict which catalyst facilitates the given reaction. From a dataset of Catalyst prediction with 721,799 reactions and 888 catalyst types from USPTO. (1) Reactant: Cl[C:2]1[CH:7]=[C:6]([C:8]2([F:12])[CH2:11][O:10][CH2:9]2)[CH:5]=[CH:4][N:3]=1.[CH3:13][C:14]1([CH3:30])[C:18]([CH3:20])([CH3:19])[O:17][B:16]([C:21]2[CH:29]=[CH:28][C:24]([C:25]([NH2:27])=[O:26])=[CH:23][CH:22]=2)[O:15]1. Product: [F:12][C:8]1([C:6]2[CH:5]=[CH:4][N:3]=[C:2]([NH:27][C:25](=[O:26])[C:24]3[CH:23]=[CH:22][C:21]([B:16]4[O:15][C:14]([CH3:13])([CH3:30])[C:18]([CH3:20])([CH3:19])[O:17]4)=[CH:29][CH:28]=3)[CH:7]=2)[CH2:11][O:10][CH2:9]1. The catalyst class is: 12. (2) Reactant: C(OC(=O)[NH:7][C@H:8]([C@@H:10]1[CH2:14][CH2:13][N:12]([C:15]2[C:24]([O:25][CH2:26][F:27])=[C:23]3[C:18]([C:19](=[O:32])[NH:20][C:21](=[O:31])[N:22]3[CH:28]3[CH2:30][CH2:29]3)=[CH:17][C:16]=2[F:33])[CH2:11]1)[CH3:9])(C)(C)C.[ClH:35]. Product: [ClH:35].[NH2:7][C@H:8]([C@@H:10]1[CH2:14][CH2:13][N:12]([C:15]2[C:24]([O:25][CH2:26][F:27])=[C:23]3[C:18]([C:19](=[O:32])[NH:20][C:21](=[O:31])[N:22]3[CH:28]3[CH2:30][CH2:29]3)=[CH:17][C:16]=2[F:33])[CH2:11]1)[CH3:9]. The catalyst class is: 27. (3) Reactant: [NH2:1][C:2]1[C:7]2=[C:8]([C:19]3[S:20][C:21]4[C:27]([O:28][CH3:29])=[CH:26][C:25]([CH3:30])=[CH:24][C:22]=4[CH:23]=3)[C:9]([CH2:11][O:12][CH2:13][C:14]([O:16]CC)=O)=[CH:10][N:6]2[N:5]=[CH:4][N:3]=1.[NH3:31]. Product: [NH2:1][C:2]1[C:7]2=[C:8]([C:19]3[S:20][C:21]4[C:27]([O:28][CH3:29])=[CH:26][C:25]([CH3:30])=[CH:24][C:22]=4[CH:23]=3)[C:9]([CH2:11][O:12][CH2:13][C:14]([NH2:31])=[O:16])=[CH:10][N:6]2[N:5]=[CH:4][N:3]=1. The catalyst class is: 5. (4) Reactant: [Cl:1][CH2:2][CH2:3][NH:4][C:5]([NH:7][C:8]1[CH:13]=[CH:12][CH:11]=[CH:10][C:9]=1[C@H:14]1[C:23]2[C:18](=[C:19]([Cl:25])[CH:20]=[C:21]([Cl:24])[CH:22]=2)[CH2:17][N:16]([CH3:26])[CH2:15]1)=[O:6].C(=O)([O-])[O-].[K+].[K+]. Product: [ClH:1].[Cl:24][C:21]1[CH:22]=[C:23]2[C:18](=[C:19]([Cl:25])[CH:20]=1)[CH2:17][N:16]([CH3:26])[CH2:15][C@H:14]2[C:9]1[CH:10]=[CH:11][CH:12]=[CH:13][C:8]=1[N:7]1[CH2:2][CH2:3][NH:4][C:5]1=[O:6]. The catalyst class is: 16. (5) Reactant: [CH:1]([S:4]([C:7]1[CH:8]=[CH:9][C:10]([C:13]([OH:15])=[O:14])=[N:11][CH:12]=1)(=[O:6])=[O:5])([CH3:3])[CH3:2].[C:16](=O)([O-])[O-].[K+].[K+].IC. Product: [CH:1]([S:4]([C:7]1[CH:8]=[CH:9][C:10]([C:13]([O:15][CH3:16])=[O:14])=[N:11][CH:12]=1)(=[O:5])=[O:6])([CH3:3])[CH3:2]. The catalyst class is: 3. (6) Reactant: [Cl:1][C:2]1[C:7]([C:8]2[N:9]=[C:10]([CH:21]3[CH2:23][CH2:22]3)[S:11][C:12]=2[C:13]2[CH:18]=[CH:17][N:16]=[C:15]([S:19][CH3:20])[N:14]=2)=[CH:6][C:5]([F:24])=[CH:4][C:3]=1[NH:25]C(=O)C(C)(C)C.S(=O)(=O)(O)O.CCOC(C)=O.C([O-])(O)=O.[Na+]. Product: [Cl:1][C:2]1[C:7]([C:8]2[N:9]=[C:10]([CH:21]3[CH2:23][CH2:22]3)[S:11][C:12]=2[C:13]2[CH:18]=[CH:17][N:16]=[C:15]([S:19][CH3:20])[N:14]=2)=[CH:6][C:5]([F:24])=[CH:4][C:3]=1[NH2:25]. The catalyst class is: 8. (7) Reactant: [CH3:1][O:2][C:3](=[O:15])[C:4]1[CH:9]=[CH:8][CH:7]=[C:6]([C:10]2[CH:11]=[N:12][NH:13][CH:14]=2)[CH:5]=1.[C:16]([O:20][C:21]([NH:23][CH2:24][CH2:25][CH2:26][CH2:27][CH2:28]OS(C)(=O)=O)=[O:22])([CH3:19])([CH3:18])[CH3:17].C([O-])([O-])=O.[Cs+].[Cs+].O. Product: [CH3:1][O:2][C:3](=[O:15])[C:4]1[CH:9]=[CH:8][CH:7]=[C:6]([C:10]2[CH:14]=[N:13][N:12]([CH2:28][CH2:27][CH2:26][CH2:25][CH2:24][NH:23][C:21]([O:20][C:16]([CH3:17])([CH3:19])[CH3:18])=[O:22])[CH:11]=2)[CH:5]=1. The catalyst class is: 3.